This data is from Catalyst prediction with 721,799 reactions and 888 catalyst types from USPTO. The task is: Predict which catalyst facilitates the given reaction. (1) Reactant: [Cl:1][C:2]1[C:3]2[CH:10]=[CH:9][NH:8][C:4]=2[N:5]=[CH:6][N:7]=1.C1C(=O)N([Br:18])C(=O)C1. Product: [Br:18][C:10]1[C:3]2[C:2]([Cl:1])=[N:7][CH:6]=[N:5][C:4]=2[NH:8][CH:9]=1. The catalyst class is: 85. (2) Reactant: FC[C:3]([C:5]1[CH:10]=[CH:9][CH:8]=[CH:7][CH:6]=1)=O.[NH2:11][NH2:12]. Product: [NH:11]1[C:10]2[C:5](=[CH:6][CH:7]=[CH:8][CH:9]=2)[CH:3]=[N:12]1. The catalyst class is: 196. (3) The catalyst class is: 1. Product: [F:34][C:33]([F:36])([F:35])[S:30]([O:1][C:2]1[CH2:7][CH2:6][CH2:5][N:4]([C:8]([O:10][C:11]([CH3:14])([CH3:13])[CH3:12])=[O:9])[CH:3]=1)(=[O:32])=[O:31]. Reactant: [O:1]=[C:2]1[CH2:7][CH2:6][CH2:5][N:4]([C:8]([O:10][C:11]([CH3:14])([CH3:13])[CH3:12])=[O:9])[CH2:3]1.[Li+].CC([N-]C(C)C)C.C1C=CC(N([S:30]([C:33]([F:36])([F:35])[F:34])(=[O:32])=[O:31])[S:30]([C:33]([F:36])([F:35])[F:34])(=[O:32])=[O:31])=CC=1. (4) Reactant: BrC1N=C([C:8]2[CH:13]=[CH:12][C:11]([C:14]3[O:15][C:16]4[CH:22]=[CH:21][CH:20]=[CH:19][C:17]=4[N:18]=3)=[CH:10][C:9]=2[O:23][CH3:24])C=CC=1.COC1C=C(C2OC3C=CC=CC=3N=2)C=CC=1B1OC(C)(C)C(C)(C)O1.Br[C:52]1[CH:53]=[CH:54][C:55]([Cl:58])=[N:56][CH:57]=1.C([O-])([O-])=O.[Na+].[Na+]. Product: [Cl:58][C:55]1[N:56]=[CH:57][C:52]([C:8]2[CH:13]=[CH:12][C:11]([C:14]3[O:15][C:16]4[CH:22]=[CH:21][CH:20]=[CH:19][C:17]=4[N:18]=3)=[CH:10][C:9]=2[O:23][CH3:24])=[CH:53][CH:54]=1. The catalyst class is: 149. (5) Reactant: [C:1]([O:5][C:6]([N:8]1[CH2:13][C@H:12]([CH:14](O)[C:15]2[S:16][CH:17]=[CH:18][N:19]=2)[N:11]([CH2:21][C:22]([N:24]2[C:32]3[CH:31]=[C:30]([C:33]([F:38])([F:37])[CH2:34][CH2:35][CH3:36])[N:29]=[CH:28][C:27]=3[C:26]([CH3:40])([CH3:39])[CH2:25]2)=[O:23])[CH2:10][C@H:9]1[CH3:41])=[O:7])([CH3:4])([CH3:3])[CH3:2].C(N(CC)CC)C.CS([Cl:53])(=O)=O.C(=O)(O)[O-].[Na+]. Product: [C:1]([O:5][C:6]([N:8]1[CH2:13][C@H:12]([CH:14]([Cl:53])[C:15]2[S:16][CH:17]=[CH:18][N:19]=2)[N:11]([CH2:21][C:22]([N:24]2[C:32]3[CH:31]=[C:30]([C:33]([F:38])([F:37])[CH2:34][CH2:35][CH3:36])[N:29]=[CH:28][C:27]=3[C:26]([CH3:40])([CH3:39])[CH2:25]2)=[O:23])[CH2:10][C@H:9]1[CH3:41])=[O:7])([CH3:4])([CH3:3])[CH3:2]. The catalyst class is: 2. (6) Reactant: [CH3:1][O:2][C:3]([C:5]1([NH:10][C:11]([CH:13]2[CH2:17][CH:16]([O:18][C:19]3[C:28]4[C:23](=[C:24]([Cl:36])[C:25]([O:29][CH2:30][CH:31](OC)OC)=[CH:26][CH:27]=4)[N:22]=[C:21]([C:37]4[N:38]=[C:39]([NH:42][CH:43]([CH3:45])[CH3:44])[S:40][CH:41]=4)[CH:20]=3)[CH2:15][N:14]2[C:46](=[O:62])[CH:47]([NH:52][C:53]([O:55][CH:56]2[CH2:61][CH:60]3[CH:58]([CH2:59]3)[CH2:57]2)=[O:54])[C:48]([CH3:51])([CH3:50])[CH3:49])=[O:12])[CH2:7][CH:6]1[CH2:8][CH3:9])=[O:4].Cl.[NH:64]1[CH2:69][CH2:68][O:67][CH2:66][CH2:65]1.C(O[BH-](OC(=O)C)OC(=O)C)(=O)C.[Na+].C([O-])(O)=O.[Na+]. Product: [CH3:1][O:2][C:3]([C:5]1([NH:10][C:11]([CH:13]2[CH2:17][CH:16]([O:18][C:19]3[C:28]4[C:23](=[C:24]([Cl:36])[C:25]([O:29][CH2:30][CH2:31][N:64]5[CH2:69][CH2:68][O:67][CH2:66][CH2:65]5)=[CH:26][CH:27]=4)[N:22]=[C:21]([C:37]4[N:38]=[C:39]([NH:42][CH:43]([CH3:44])[CH3:45])[S:40][CH:41]=4)[CH:20]=3)[CH2:15][N:14]2[C:46](=[O:62])[CH:47]([NH:52][C:53]([O:55][CH:56]2[CH2:57][CH:58]3[CH:60]([CH2:59]3)[CH2:61]2)=[O:54])[C:48]([CH3:50])([CH3:51])[CH3:49])=[O:12])[CH2:7][CH:6]1[CH2:8][CH3:9])=[O:4]. The catalyst class is: 86. (7) Reactant: Br[C:2](Br)=[CH:3][C:4]1[CH:9]=[CH:8][CH:7]=[CH:6][C:5]=1[NH2:10].[Cl:12][C:13]1[CH:18]=[CH:17][C:16](B(O)O)=[CH:15][CH:14]=1.[O-]P([O-])([O-])=O.[K+].[K+].[K+].O.COC1C=CC=C(OC)C=1C1C=CC=CC=1P(C1CCCCC1)C1CCCCC1. Product: [Cl:12][C:13]1[CH:18]=[CH:17][C:16]([C:2]2[NH:10][C:5]3[C:4]([CH:3]=2)=[CH:9][CH:8]=[CH:7][CH:6]=3)=[CH:15][CH:14]=1. The catalyst class is: 222. (8) Reactant: Br[C:2]1[CH:7]=[CH:6][C:5]([O:8][C:9]2[N:14]=[CH:13][C:12]([NH2:15])=[CH:11][N:10]=2)=[CH:4][C:3]=1[O:16][C:17]([F:20])([F:19])[F:18].[O-]P([O-])([O-])=O.[K+].[K+].[K+].[CH3:29]B(O)O. Product: [CH3:29][C:2]1[CH:7]=[CH:6][C:5]([O:8][C:9]2[N:14]=[CH:13][C:12]([NH2:15])=[CH:11][N:10]=2)=[CH:4][C:3]=1[O:16][C:17]([F:20])([F:19])[F:18]. The catalyst class is: 18.